From a dataset of Catalyst prediction with 721,799 reactions and 888 catalyst types from USPTO. Predict which catalyst facilitates the given reaction. The catalyst class is: 88. Product: [F:1][C:2]1[CH:7]=[CH:6][C:5]([C:8]2[C:16]([C:17](=[N:23][OH:24])[CH:18]([CH3:20])[CH3:19])=[C:11]3[CH:12]=[CH:13][CH:14]=[CH:15][N:10]3[N:9]=2)=[CH:4][CH:3]=1. Reactant: [F:1][C:2]1[CH:7]=[CH:6][C:5]([C:8]2[C:16]([C:17](=O)[CH:18]([CH3:20])[CH3:19])=[C:11]3[CH:12]=[CH:13][CH:14]=[CH:15][N:10]3[N:9]=2)=[CH:4][CH:3]=1.Cl.[NH2:23][OH:24].[OH-].[Na+].Cl.